Dataset: Experimentally validated miRNA-target interactions with 360,000+ pairs, plus equal number of negative samples. Task: Binary Classification. Given a miRNA mature sequence and a target amino acid sequence, predict their likelihood of interaction. (1) The miRNA is mmu-miR-10a-5p with sequence UACCCUGUAGAUCCGAAUUUGUG. The protein sequence of the target gene is MSEREERRFVEIPRESVRLMAESTGLELSDEVAALLAEDVCYRLREATQNSSQFMKHTKRRKLTVEDFNRALRWSSVEAVCGYGSQEALPMRPAREGELYFPEDREVNLVELALATNIPKGCAETAVRVHVSYLDGKGNLAPQGSVPSAVSSLTDDLLKYYHQVTRAVLGDDPQLMKVALQDLQTNSKIGALLPYFVYVVSGVKSVSHDLEQLHRLLQVARSLFRNPHLCLGPYVRCLVGSVLYCVLEPLAASINPLNDHWTLRDGAALLLSHIFWTHGDLVSGLYQHILLSLQKILADP.... Result: 0 (no interaction). (2) The miRNA is hsa-miR-6499-3p with sequence AGCAGUGUUUGUUUUGCCCACA. The protein sequence of the target gene is MDAEGLALLLPPVTLAALVDSWLREDCPGLNYAALVSGAGPSQAALWAKSPGVLAGQPFFDAIFTQLNCQVSWFLPEGSKLVPVARVAEVRGPAHCLLLGERVALNTLARCSGIASAAAAAVEAARGAGWTGHVAGTRKTTPGFRLVEKYGLLVGGAASHRYDLGGLVMVKDNHVVAAGGVEKAVRAARQAADFTLKVEVECSSLQEAVQAAEAGADLVLLDNFKPEELHPTATVLKAQFPSVAVEASGGITLDNLPQFCGPHIDVISMGMLTQAAPALDFSLKLFAKEVAPVPKIH. Result: 1 (interaction).